Dataset: Catalyst prediction with 721,799 reactions and 888 catalyst types from USPTO. Task: Predict which catalyst facilitates the given reaction. (1) Reactant: Br[C:2]1[CH:7]=[CH:6][CH:5]=[CH:4][C:3]=1[CH2:8][C:9]([F:12])([F:11])[F:10].[B:13]1([B:13]2[O:17][C:16]([CH3:19])([CH3:18])[C:15]([CH3:21])([CH3:20])[O:14]2)[O:17][C:16]([CH3:19])([CH3:18])[C:15]([CH3:21])([CH3:20])[O:14]1.C([O-])(=O)C.[K+]. Product: [CH3:20][C:15]1([CH3:21])[C:16]([CH3:19])([CH3:18])[O:17][B:13]([C:2]2[CH:7]=[CH:6][CH:5]=[CH:4][C:3]=2[CH2:8][C:9]([F:12])([F:11])[F:10])[O:14]1. The catalyst class is: 12. (2) Reactant: [C:1]([O:5][C:6](=[O:14])[NH:7][CH2:8][CH2:9][NH:10][C:11]([NH2:13])=[S:12])([CH3:4])([CH3:3])[CH3:2].Br[CH:16]([CH3:20])[C:17](=O)[CH3:18].CCN(C(C)C)C(C)C. Product: [C:1]([O:5][C:6](=[O:14])[NH:7][CH2:8][CH2:9][NH:10][C:11]1[S:12][C:16]([CH3:20])=[C:17]([CH3:18])[N:13]=1)([CH3:4])([CH3:2])[CH3:3]. The catalyst class is: 8.